Dataset: NCI-60 drug combinations with 297,098 pairs across 59 cell lines. Task: Regression. Given two drug SMILES strings and cell line genomic features, predict the synergy score measuring deviation from expected non-interaction effect. (1) Drug 1: CNC(=O)C1=CC=CC=C1SC2=CC3=C(C=C2)C(=NN3)C=CC4=CC=CC=N4. Drug 2: CCC1=CC2CC(C3=C(CN(C2)C1)C4=CC=CC=C4N3)(C5=C(C=C6C(=C5)C78CCN9C7C(C=CC9)(C(C(C8N6C)(C(=O)OC)O)OC(=O)C)CC)OC)C(=O)OC.C(C(C(=O)O)O)(C(=O)O)O. Cell line: PC-3. Synergy scores: CSS=50.9, Synergy_ZIP=12.6, Synergy_Bliss=10.0, Synergy_Loewe=-12.4, Synergy_HSA=8.29. (2) Drug 1: C1=CC(=CC=C1CCCC(=O)O)N(CCCl)CCCl. Drug 2: CC1CCCC2(C(O2)CC(NC(=O)CC(C(C(=O)C(C1O)C)(C)C)O)C(=CC3=CSC(=N3)C)C)C. Cell line: SK-MEL-28. Synergy scores: CSS=5.86, Synergy_ZIP=-4.35, Synergy_Bliss=-0.859, Synergy_Loewe=-3.81, Synergy_HSA=-3.67. (3) Drug 1: CC1=C(N=C(N=C1N)C(CC(=O)N)NCC(C(=O)N)N)C(=O)NC(C(C2=CN=CN2)OC3C(C(C(C(O3)CO)O)O)OC4C(C(C(C(O4)CO)O)OC(=O)N)O)C(=O)NC(C)C(C(C)C(=O)NC(C(C)O)C(=O)NCCC5=NC(=CS5)C6=NC(=CS6)C(=O)NCCC[S+](C)C)O. Drug 2: CNC(=O)C1=NC=CC(=C1)OC2=CC=C(C=C2)NC(=O)NC3=CC(=C(C=C3)Cl)C(F)(F)F. Cell line: SN12C. Synergy scores: CSS=21.6, Synergy_ZIP=-3.48, Synergy_Bliss=1.38, Synergy_Loewe=-51.6, Synergy_HSA=-6.22. (4) Drug 1: CN1CCC(CC1)COC2=C(C=C3C(=C2)N=CN=C3NC4=C(C=C(C=C4)Br)F)OC. Drug 2: CC12CCC3C(C1CCC2OP(=O)(O)O)CCC4=C3C=CC(=C4)OC(=O)N(CCCl)CCCl.[Na+]. Cell line: OVCAR-4. Synergy scores: CSS=3.92, Synergy_ZIP=-3.14, Synergy_Bliss=-7.14, Synergy_Loewe=-9.68, Synergy_HSA=-7.06. (5) Drug 1: COC1=CC(=CC(=C1O)OC)C2C3C(COC3=O)C(C4=CC5=C(C=C24)OCO5)OC6C(C(C7C(O6)COC(O7)C8=CC=CS8)O)O. Drug 2: C1=CN(C=N1)CC(O)(P(=O)(O)O)P(=O)(O)O. Cell line: TK-10. Synergy scores: CSS=0.954, Synergy_ZIP=-9.92, Synergy_Bliss=-19.1, Synergy_Loewe=-18.7, Synergy_HSA=-16.4. (6) Drug 1: CN1CCC(CC1)COC2=C(C=C3C(=C2)N=CN=C3NC4=C(C=C(C=C4)Br)F)OC. Drug 2: CCC1=CC2CC(C3=C(CN(C2)C1)C4=CC=CC=C4N3)(C5=C(C=C6C(=C5)C78CCN9C7C(C=CC9)(C(C(C8N6C)(C(=O)OC)O)OC(=O)C)CC)OC)C(=O)OC.C(C(C(=O)O)O)(C(=O)O)O. Cell line: NCI-H322M. Synergy scores: CSS=46.1, Synergy_ZIP=-0.565, Synergy_Bliss=-2.29, Synergy_Loewe=-1.35, Synergy_HSA=1.11.